The task is: Predict which catalyst facilitates the given reaction.. This data is from Catalyst prediction with 721,799 reactions and 888 catalyst types from USPTO. (1) Reactant: CN1CCOCC1.[C:8]([O:12][C:13]([N:15]1[C@H:19]([C:20]2[CH:25]=[CH:24][CH:23]=[CH:22][CH:21]=2)[CH2:18][CH2:17][C@@H:16]1[C:26](O)=[O:27])=[O:14])([CH3:11])([CH3:10])[CH3:9].[BH4-].[Na+]. Product: [OH:27][CH2:26][C@H:16]1[CH2:17][CH2:18][C@@H:19]([C:20]2[CH:21]=[CH:22][CH:23]=[CH:24][CH:25]=2)[N:15]1[C:13]([O:12][C:8]([CH3:11])([CH3:10])[CH3:9])=[O:14]. The catalyst class is: 149. (2) Reactant: [CH:1]1([NH:4][C:5](=[O:32])[C:6]([C:15]2[CH:20]=[CH:19][C:18]([NH:21][CH2:22][C:23]3[CH:31]=[CH:30][C:26]([C:27](O)=[O:28])=[CH:25][CH:24]=3)=[CH:17][CH:16]=2)=[CH:7][C:8]2[CH:13]=[CH:12][C:11]([F:14])=[CH:10][CH:9]=2)[CH2:3][CH2:2]1.CN(C=O)C.[CH:38]1[CH:39]=[CH:40][C:41]2[N:46](O)N=[N:44][C:42]=2[CH:43]=1.C1(N)C=CC=CC=1N. Product: [NH2:44][C:42]1[CH:43]=[CH:38][CH:39]=[CH:40][C:41]=1[NH:46][C:27](=[O:28])[C:26]1[CH:30]=[CH:31][C:23]([CH2:22][NH:21][C:18]2[CH:17]=[CH:16][C:15]([C:6]([C:5]([NH:4][CH:1]3[CH2:3][CH2:2]3)=[O:32])=[CH:7][C:8]3[CH:13]=[CH:12][C:11]([F:14])=[CH:10][CH:9]=3)=[CH:20][CH:19]=2)=[CH:24][CH:25]=1. The catalyst class is: 6.